From a dataset of Forward reaction prediction with 1.9M reactions from USPTO patents (1976-2016). Predict the product of the given reaction. (1) The product is: [NH2:25][CH:22]1[CH2:21][CH2:20][N:19]([C:17]2[C:16]3[C:11](=[CH:12][C:13]([CH3:33])=[CH:14][CH:15]=3)[N:10]=[C:9]([C:3]3[C:2]([F:1])=[CH:7][CH:6]=[CH:5][C:4]=3[OH:8])[N:18]=2)[CH2:24][CH2:23]1. Given the reactants [F:1][C:2]1[CH:7]=[CH:6][CH:5]=[C:4]([OH:8])[C:3]=1[C:9]1[N:18]=[C:17]([N:19]2[CH2:24][CH2:23][CH:22]([NH:25]C(=O)OC(C)(C)C)[CH2:21][CH2:20]2)[C:16]2[C:11](=[CH:12][C:13]([CH3:33])=[CH:14][CH:15]=2)[N:10]=1.C(O)(C(F)(F)F)=O, predict the reaction product. (2) Given the reactants Br[C:2]1[C:10]2[S:9][C:8]([NH:11][C:12]([C:14]3[S:15][C:16]([CH3:19])=[CH:17][CH:18]=3)=[O:13])=[N:7][C:6]=2[C:5]([O:20][CH3:21])=[CH:4][CH:3]=1.[N:22]1[CH:27]=[CH:26][C:25](B(O)O)=[CH:24][CH:23]=1, predict the reaction product. The product is: [CH3:21][O:20][C:5]1[C:6]2[N:7]=[C:8]([NH:11][C:12]([C:14]3[S:15][C:16]([CH3:19])=[CH:17][CH:18]=3)=[O:13])[S:9][C:10]=2[C:2]([C:25]2[CH:26]=[CH:27][N:22]=[CH:23][CH:24]=2)=[CH:3][CH:4]=1. (3) Given the reactants [CH2:1]([O:8][C:9]1[CH:10]=[C:11]2[C:16](=[CH:17][CH:18]=1)[CH2:15][NH:14][CH2:13][CH2:12]2)[C:2]1[CH:7]=[CH:6][CH:5]=CC=1.Cl[CH:20]1[CH2:25][N:24]([CH:26]2[CH2:29][CH2:28][CH2:27]2)[CH2:23][CH2:22][NH:21]1.[C:30](N)(=[O:32])[CH3:31].C([O-])([O-])=O.[K+].[K+].[Na+].[I-], predict the reaction product. The product is: [CH:26]1([N:24]2[CH2:23][CH2:22][N:21]([C:30](=[O:32])[CH2:31][N:14]3[CH2:13][CH2:12][C:11]4[C:16](=[CH:17][CH:18]=[C:9]([O:8][CH:1]5[CH2:2][CH2:7][CH2:6][CH2:5]5)[CH:10]=4)[CH2:15]3)[CH2:20][CH2:25]2)[CH2:29][CH2:28][CH2:27]1. (4) The product is: [C:27]1([C:33]2[C:34]3[N:35]([CH:47]=[CH:48][N:49]=3)[CH:36]=[N:37][C:38]=2[C:39]2[CH:46]=[CH:45][C:42]([CH2:43][N:10]3[CH2:15][CH2:14][CH:13]([C:16]4[N:17]=[C:18]([C:21]5[CH:26]=[CH:25][CH:24]=[CH:23][N:22]=5)[NH:19][N:20]=4)[CH2:12][CH2:11]3)=[CH:41][CH:40]=2)[CH:28]=[CH:29][CH:30]=[CH:31][CH:32]=1. Given the reactants C(N(CC)CC)C.Cl.Cl.[NH:10]1[CH2:15][CH2:14][CH:13]([C:16]2[N:17]=[C:18]([C:21]3[CH:26]=[CH:25][CH:24]=[CH:23][N:22]=3)[NH:19][N:20]=2)[CH2:12][CH2:11]1.[C:27]1([C:33]2[C:34]3[N:35]([CH:47]=[CH:48][N:49]=3)[CH:36]=[N:37][C:38]=2[C:39]2[CH:46]=[CH:45][C:42]([CH:43]=O)=[CH:41][CH:40]=2)[CH:32]=[CH:31][CH:30]=[CH:29][CH:28]=1.[BH-](OC(C)=O)(OC(C)=O)OC(C)=O.[Na+], predict the reaction product.